This data is from Catalyst prediction with 721,799 reactions and 888 catalyst types from USPTO. The task is: Predict which catalyst facilitates the given reaction. (1) Reactant: C([O:4][C@H:5]1[CH2:10][CH2:9][C@@:8]([C@H:12]2[CH2:20][CH2:19][C@@:18]3([CH3:21])[C@@H:14]([CH2:15][CH2:16][C:17]3=[CH2:22])[C@@H:13]2[C:23]([OH:25])=[O:24])([CH3:11])[C@H:7]([CH2:26][O:27]C(=O)C)[CH2:6]1)(=O)C.[OH-].[Na+]. Product: [OH:4][C@H:5]1[CH2:10][CH2:9][C@@:8]([C@H:12]2[CH2:20][CH2:19][C@@:18]3([CH3:21])[C@@H:14]([CH2:15][CH2:16][C:17]3=[CH2:22])[C@@H:13]2[C:23]([OH:25])=[O:24])([CH3:11])[C@H:7]([CH2:26][OH:27])[CH2:6]1. The catalyst class is: 5. (2) Reactant: [Br:1][C:2]1[C:10]2[N:9]3[CH:11]([CH3:15])[CH2:12][NH:13][CH2:14][C:8]3=[CH:7][C:6]=2[CH:5]=[CH:4][CH:3]=1.[C:16]([O:20][C:21](O[C:21]([O:20][C:16]([CH3:19])([CH3:18])[CH3:17])=[O:22])=[O:22])([CH3:19])([CH3:18])[CH3:17]. Product: [C:16]([O:20][C:21]([N:13]1[CH2:12][CH:11]([CH3:15])[N:9]2[C:10]3[C:2]([Br:1])=[CH:3][CH:4]=[CH:5][C:6]=3[CH:7]=[C:8]2[CH2:14]1)=[O:22])([CH3:19])([CH3:18])[CH3:17]. The catalyst class is: 4. (3) Reactant: [Cl:1][C:2]1[CH:3]=[C:4]([NH2:20])[C:5]([NH2:19])=[CH:6][C:7]=1[C:8]1[CH:13]=[CH:12][C:11]([C:14]([F:17])([F:16])[F:15])=[CH:10][C:9]=1[Cl:18].[F:21][C:22]([F:33])([F:32])[C:23]([F:31])([F:30])[C:24]([F:29])([F:28])[C:25](O)=O.C(=O)([O-])[O-].[Na+].[Na+]. Product: [Cl:1][C:2]1[C:7]([C:8]2[CH:13]=[CH:12][C:11]([C:14]([F:17])([F:15])[F:16])=[CH:10][C:9]=2[Cl:18])=[CH:6][C:5]2[NH:19][C:25]([C:24]([F:28])([F:29])[C:23]([F:30])([F:31])[C:22]([F:33])([F:32])[F:21])=[N:20][C:4]=2[CH:3]=1. The catalyst class is: 6. (4) Reactant: [C:1]([O:5][C:6]([NH:8][CH:9]([CH2:13][NH:14][C:15]([O:17][CH2:18][CH:19]1[C:31]2[CH:30]=[CH:29][CH:28]=[CH:27][C:26]=2[C:25]2[C:20]1=[CH:21][CH:22]=[CH:23][CH:24]=2)=[O:16])[C:10]([OH:12])=[O:11])=[O:7])([CH3:4])([CH3:3])[CH3:2].ON1C2C=CC=C[C:36]=2N=N1.Cl.C(N=C=NCCCN(C)C)C.C(N(C(C)C)C(C)C)C. Product: [CH3:36][O:11][C:10](=[O:12])[C@@H:9]([NH:8][C:6]([O:5][C:1]([CH3:4])([CH3:2])[CH3:3])=[O:7])[CH2:13][NH:14][C:15]([O:17][CH2:18][CH:19]1[C:20]2[CH:21]=[CH:22][CH:23]=[CH:24][C:25]=2[C:26]2[C:31]1=[CH:30][CH:29]=[CH:28][CH:27]=2)=[O:16]. The catalyst class is: 83. (5) The catalyst class is: 6. Reactant: C[O:2][C:3]([C:5]1[S:6][C:7]([C:14](=[O:26])[NH:15][CH2:16][C:17]2[CH:25]=[CH:24][CH:23]=[C:22]3[C:18]=2[CH:19]=[CH:20][NH:21]3)=[CH:8][C:9]=1[C:10]([F:13])([F:12])[F:11])=[O:4].O.[OH-].[Li+].C1COCC1.Cl. Product: [NH:21]1[C:22]2[C:18](=[C:17]([CH2:16][NH:15][C:14]([C:7]3[S:6][C:5]([C:3]([OH:4])=[O:2])=[C:9]([C:10]([F:12])([F:11])[F:13])[CH:8]=3)=[O:26])[CH:25]=[CH:24][CH:23]=2)[CH:19]=[CH:20]1. (6) Reactant: C[O:2][C:3](=[O:31])[CH2:4][CH:5]([C:25]1[N:29]([CH3:30])[N:28]=[N:27][N:26]=1)[C:6]1[CH:11]=[CH:10][C:9]([O:12][CH2:13][CH:14]2[CH2:19][CH2:18][CH2:17][C:16]3([CH2:24][CH2:23][CH2:22][CH2:21][CH2:20]3)[CH2:15]2)=[CH:8][CH:7]=1.O1CCCC1.[OH-].[Na+].Cl. Product: [CH3:30][N:29]1[C:25]([CH:5]([C:6]2[CH:11]=[CH:10][C:9]([O:12][CH2:13][CH:14]3[CH2:19][CH2:18][CH2:17][C:16]4([CH2:24][CH2:23][CH2:22][CH2:21][CH2:20]4)[CH2:15]3)=[CH:8][CH:7]=2)[CH2:4][C:3]([OH:31])=[O:2])=[N:26][N:27]=[N:28]1. The catalyst class is: 72. (7) Reactant: [C:1]([C:3]1[CH:8]=[CH:7][CH:6]=[CH:5][C:4]=1[N:9]=[C:10]=[S:11])#[N:2].[C:12]1([CH2:18][C:19]([NH:21][NH2:22])=O)[CH:17]=[CH:16][CH:15]=[CH:14][CH:13]=1. Product: [CH2:18]([C:19]1[N:9]([C:4]2[CH:5]=[CH:6][CH:7]=[CH:8][C:3]=2[C:1]#[N:2])[C:10](=[S:11])[NH:22][N:21]=1)[C:12]1[CH:17]=[CH:16][CH:15]=[CH:14][CH:13]=1. The catalyst class is: 32. (8) Reactant: Cl[C:2]1[C:11]2[C:6](=[CH:7][CH:8]=[CH:9][CH:10]=2)[C:5]([CH2:12][C:13]2[CH:18]=[CH:17][C:16]([F:19])=[CH:15][CH:14]=2)=[N:4][N:3]=1.[CH3:20][N:21]1[C:25]([C:26]2[CH:27]=[C:28]([CH:30]=[CH:31][CH:32]=2)[NH2:29])=[CH:24][N:23]=[C:22]1[CH3:33]. Product: [CH3:20][N:21]1[C:25]([C:26]2[CH:27]=[C:28]([NH:29][C:2]3[C:11]4[C:6](=[CH:7][CH:8]=[CH:9][CH:10]=4)[C:5]([CH2:12][C:13]4[CH:18]=[CH:17][C:16]([F:19])=[CH:15][CH:14]=4)=[N:4][N:3]=3)[CH:30]=[CH:31][CH:32]=2)=[CH:24][N:23]=[C:22]1[CH3:33]. The catalyst class is: 17. (9) Reactant: [N:1]1([C:7]([C:20]2[S:21][CH:22]=[CH:23][CH:24]=2)([CH3:19])[C:8]([O:10][C@@H:11]2[CH:16]3[CH2:17][CH2:18][N:13]([CH2:14][CH2:15]3)[CH2:12]2)=[O:9])[CH2:6][CH2:5][CH2:4][CH2:3][CH2:2]1.[Br:25][CH2:26][C:27]([NH:29][C:30]1[CH:35]=[N:34][CH:33]=[C:32]([Cl:36])[N:31]=1)=[O:28]. Product: [Br-:25].[Cl:36][C:32]1[N:31]=[C:30]([NH:29][C:27](=[O:28])[CH2:26][N+:13]23[CH2:14][CH2:15][CH:16]([CH2:17][CH2:18]2)[C@@H:11]([O:10][C:8](=[O:9])[C:7]([N:1]2[CH2:2][CH2:3][CH2:4][CH2:5][CH2:6]2)([C:20]2[S:21][CH:22]=[CH:23][CH:24]=2)[CH3:19])[CH2:12]3)[CH:35]=[N:34][CH:33]=1. The catalyst class is: 10. (10) Reactant: [Br:1][C:2]1[CH:7]=[C:6]([S:8]([CH3:11])(=[O:10])=[O:9])[CH:5]=[CH:4][C:3]=1[OH:12].[C:13]([O-])([O-])=O.[K+].[K+].CI. Product: [Br:1][C:2]1[CH:7]=[C:6]([S:8]([CH3:11])(=[O:9])=[O:10])[CH:5]=[CH:4][C:3]=1[O:12][CH3:13]. The catalyst class is: 3.